This data is from Full USPTO retrosynthesis dataset with 1.9M reactions from patents (1976-2016). The task is: Predict the reactants needed to synthesize the given product. (1) Given the product [Br:1][C:2]1[C:3]([CH3:14])=[C:4]2[C:5]([C:10](=[O:15])[C:9](=[O:13])[NH:8]2)=[CH:6][CH:7]=1, predict the reactants needed to synthesize it. The reactants are: [Br:1][C:2]1[C:3]([CH3:14])=[C:4]([NH:8][C:9](=[O:13])[CH:10]=NO)[CH:5]=[CH:6][CH:7]=1.[OH:15]S(O)(=O)=O. (2) Given the product [CH2:1]([O:3][C:4]([C:6]1[CH:7]=[CH:8][C:9]([NH:10][C:11]2[N:12]=[C:13]([CH3:35])[C:14]3[CH:20]=[CH:19][C:18](=[O:21])[N:17]([C:22]4[CH:23]=[CH:24][C:25]([C:26]([OH:28])=[O:27])=[CH:33][CH:34]=4)[C:15]=3[N:16]=2)=[CH:36][CH:37]=1)=[O:5])[CH3:2], predict the reactants needed to synthesize it. The reactants are: [CH2:1]([O:3][C:4]([C:6]1[CH:37]=[CH:36][C:9]([NH:10][C:11]2[N:12]=[C:13]([CH3:35])[C:14]3[CH:20]=[CH:19][C:18](=[O:21])[N:17]([C:22]4[CH:34]=[CH:33][C:25]([C:26]([O:28]C(C)(C)C)=[O:27])=[CH:24][CH:23]=4)[C:15]=3[N:16]=2)=[CH:8][CH:7]=1)=[O:5])[CH3:2].FC(F)(F)C(O)=O. (3) Given the product [CH2:2]([C:4]1[NH:5][C:6]2[N:7]([C:8]=1[CH3:9])[C:23](=[O:26])[CH:24]=[CH:25][C:10]=2[C:11](=[O:12])[C:13]1[CH:14]=[CH:15][C:16]([F:19])=[CH:17][CH:18]=1)[CH3:3], predict the reactants needed to synthesize it. The reactants are: Cl.[CH2:2]([C:4]1[N:5]=[C:6]([CH2:10][C:11]([C:13]2[CH:18]=[CH:17][C:16]([F:19])=[CH:15][CH:14]=2)=[O:12])[NH:7][C:8]=1[CH3:9])[CH3:3].C[O-].[Na+].[C:23](OC)(=[O:26])[C:24]#[CH:25]. (4) Given the product [CH2:1]([O:8][C:9]1[CH:30]=[CH:29][C:12]([CH2:13][O:14][CH2:15][C:16]2([CH3:28])[O:27][C:19]3=[N:20][C:21]([N+:23]([O-:25])=[O:24])=[CH:22][N:18]3[CH2:17]2)=[CH:11][CH:10]=1)[C:2]1[CH:7]=[CH:6][CH:5]=[CH:4][CH:3]=1, predict the reactants needed to synthesize it. The reactants are: [CH2:1]([O:8][C:9]1[CH:30]=[CH:29][C:12]([CH2:13][O:14][CH2:15][C:16]([CH3:28])([OH:27])[CH2:17][N:18]2[CH:22]=[C:21]([N+:23]([O-:25])=[O:24])[N:20]=[C:19]2Br)=[CH:11][CH:10]=1)[C:2]1[CH:7]=[CH:6][CH:5]=[CH:4][CH:3]=1.[H-].[Na+]. (5) Given the product [C:1]([O:4][C:5]1[CH:26]=[CH:25][C:8]([CH:9]=[CH:10][C:11]2[CH:12]=[C:13]([OH:21])[CH:14]=[C:15]([OH:17])[CH:16]=2)=[CH:7][CH:6]=1)(=[O:3])[CH3:2], predict the reactants needed to synthesize it. The reactants are: [C:1]([O:4][C:5]1[CH:26]=[CH:25][C:8]([CH:9]=[CH:10][C:11]2[CH:16]=[C:15]([O:17]COC)[CH:14]=[C:13]([O:21]COC)[CH:12]=2)=[CH:7][CH:6]=1)(=[O:3])[CH3:2].[Na+].[I-].C[Si](Cl)(C)C. (6) Given the product [N+:8]([O-:11])([O-:10])=[O:9].[CH3:1][NH2+:2][CH2:3][CH2:4][CH2:5][CH2:6][O:7][N+:8]([O-:10])=[O:9], predict the reactants needed to synthesize it. The reactants are: [CH3:1][NH:2][CH2:3][CH2:4][CH2:5][CH2:6][OH:7].[N+:8]([O-:11])([OH:10])=[O:9].C([O-])(O)=O.[Na+].